Dataset: Forward reaction prediction with 1.9M reactions from USPTO patents (1976-2016). Task: Predict the product of the given reaction. (1) Given the reactants [N:1]1[CH:6]=[CH:5][CH:4]=[CH:3][C:2]=1[N:7]([CH2:31][CH2:32][C:33]([O:35][CH2:36][CH3:37])=[O:34])[C:8]([C:10]1[CH:30]=[CH:29][C:13]2[N:14]([CH3:28])[C:15]([CH2:17][NH:18][C:19]3[CH:24]=[CH:23][C:22]([C:25](=[NH:27])[NH2:26])=[CH:21][CH:20]=3)=[N:16][C:12]=2[CH:11]=1)=[O:9].O.C(=O)([O-])[O-].[K+].[K+].N1([C:50]([O:52][CH2:53][CH2:54][CH2:55][CH2:56][CH2:57][CH3:58])=[O:51])C=CN=C1, predict the reaction product. The product is: [CH3:58][CH2:57][CH2:56][CH2:55][CH2:54][CH2:53][O:52][C:50](/[N:27]=[C:25](\[NH2:26])/[C:22]1[CH:21]=[CH:20][C:19]([NH:18][CH2:17][C:15]2[N:14]([CH3:28])[C:13]3[CH:29]=[CH:30][C:10]([C:8]([N:7]([C:2]4[CH:3]=[CH:4][CH:5]=[CH:6][N:1]=4)[CH2:31][CH2:32][C:33]([O:35][CH2:36][CH3:37])=[O:34])=[O:9])=[CH:11][C:12]=3[N:16]=2)=[CH:24][CH:23]=1)=[O:51]. (2) Given the reactants [CH3:1][N:2]1[CH2:9][C@H:8]2[N:10]([C:11]([O:13][C:14]([CH3:17])([CH3:16])[CH3:15])=[O:12])[C@H:4]([CH2:5][C:6]([C:18]([O:20][CH3:21])=[O:19])=[CH:7]2)[CH2:3]1.[H][H], predict the reaction product. The product is: [CH3:1][N:2]1[CH2:3][C@H:4]2[N:10]([C:11]([O:13][C:14]([CH3:17])([CH3:16])[CH3:15])=[O:12])[C@H:8]([CH2:7][CH:6]([C:18]([O:20][CH3:21])=[O:19])[CH2:5]2)[CH2:9]1. (3) Given the reactants FC(F)(F)C(O)=[O:4].[F:8][C:9]1[CH:14]=[CH:13][CH:12]=[C:11]([F:15])[C:10]=1[C:16]1[C:25]2[CH:24]=[C:23]([C:26]#[N:27])[CH:22]=[CH:21][C:20]=2[C:19]2[NH:28][N:29]=[C:30]([NH:31][CH:32]3[CH2:37][CH2:36][N:35]([S:38]([CH3:41])(=[O:40])=[O:39])[CH2:34][CH2:33]3)[C:18]=2[N:17]=1.C(O)C.[OH-].[Na+].P([O-])(O)(O)=O.[K+], predict the reaction product. The product is: [F:15][C:11]1[CH:12]=[CH:13][CH:14]=[C:9]([F:8])[C:10]=1[C:16]1[C:25]2[CH:24]=[C:23]([C:26]([NH2:27])=[O:4])[CH:22]=[CH:21][C:20]=2[C:19]2[NH:28][N:29]=[C:30]([NH:31][CH:32]3[CH2:37][CH2:36][N:35]([S:38]([CH3:41])(=[O:39])=[O:40])[CH2:34][CH2:33]3)[C:18]=2[N:17]=1. (4) Given the reactants ClC1C(F)=CC(F)=C(C=1)C(NS(C)(=O)=O)=O.[Cl:17][C:18]1[C:19](F)=[CH:20][C:21]([F:33])=[C:22]([CH:32]=1)[C:23]([NH:25][S:26](=[O:31])(=[O:30])[N:27]([CH3:29])[CH3:28])=[O:24].C12(CO)CC3CC(CC(C3)C1)C2.[CH3:47][C:48]1([CH3:57])[C@H:53]2[CH2:54][C@@H:49]1[CH2:50][CH2:51][C@H:52]2[CH2:55][OH:56], predict the reaction product. The product is: [Cl:17][C:18]1[C:19]([O:56][CH2:55][C@@H:52]2[CH2:51][CH2:50][C@H:49]3[CH2:54][C@@H:53]2[C:48]3([CH3:57])[CH3:47])=[CH:20][C:21]([F:33])=[C:22]([CH:32]=1)[C:23]([NH:25][S:26](=[O:31])(=[O:30])[N:27]([CH3:29])[CH3:28])=[O:24].